This data is from Forward reaction prediction with 1.9M reactions from USPTO patents (1976-2016). The task is: Predict the product of the given reaction. (1) Given the reactants [I:1][C:2]1[C:10]2[C:5](=[N:6][CH:7]=[CH:8][CH:9]=2)[NH:4][N:3]=1.[H-].[Na+].[CH3:13][Si:14]([CH2:17][CH2:18][O:19][CH2:20]Cl)([CH3:16])[CH3:15].O, predict the reaction product. The product is: [I:1][C:2]1[C:10]2[C:5](=[N:6][CH:7]=[CH:8][CH:9]=2)[N:4]([CH2:20][O:19][CH2:18][CH2:17][Si:14]([CH3:16])([CH3:15])[CH3:13])[N:3]=1. (2) Given the reactants [O:1]1[CH2:5][CH2:4][C:3]([C:6]2[C:12]([CH3:13])=[CH:11][CH:10]=[CH:9][C:7]=2N)=[N:2]1.N(OCCCC)=O.[CH3:21][S:22]SC, predict the reaction product. The product is: [CH3:13][C:12]1[CH:11]=[CH:10][CH:9]=[C:7]([S:22][CH3:21])[C:6]=1[C:3]1[CH2:4][CH2:5][O:1][N:2]=1. (3) Given the reactants Cl[C:2]1[N:10]=[C:9](Cl)[C:8]([Cl:12])=[CH:7][C:3]=1[C:4]([NH2:6])=O.[CH:13]1([O:16][CH2:17][CH2:18][OH:19])[CH2:15][CH2:14]1.[B:20]1([OH:30])[C:24]2[CH:25]=[CH:26][C:27]([OH:29])=[CH:28][C:23]=2[CH2:22][O:21]1, predict the reaction product. The product is: [Cl:12][C:8]1[C:9]([O:29][C:27]2[CH:26]=[CH:25][C:24]3[B:20]([OH:30])[O:21][CH2:22][C:23]=3[CH:28]=2)=[N:10][C:2]([O:19][CH2:18][CH2:17][O:16][CH:13]2[CH2:15][CH2:14]2)=[C:3]([CH:7]=1)[C:4]#[N:6]. (4) The product is: [Cl:1][C:2]1[CH:7]=[C:6]([Cl:8])[CH:5]=[CH:4][C:3]=1[C@@H:9]1[CH2:14][C@H:13]([C:15]2[O:19][NH:18][C:17](=[O:20])[CH:16]=2)[CH2:12][CH2:11][NH:10]1. Given the reactants [Cl:1][C:2]1[CH:7]=[C:6]([Cl:8])[CH:5]=[CH:4][C:3]=1[C@@H:9]1[CH2:14][C@H:13]([C:15]2[O:19][NH:18][C:17](=[O:20])[CH:16]=2)[CH2:12][CH2:11][N:10]1C(OC)=O.Br, predict the reaction product. (5) Given the reactants [Na+].[C:2]1([S:8]([O-:10])=[O:9])[CH:7]=[CH:6][CH:5]=[CH:4][CH:3]=1.Cl[CH2:12][C:13]1[C:18]([F:19])=[C:17]([N:20]2[CH2:25][CH2:24][O:23][CH2:22][CH2:21]2)[N:16]=[C:15]([C:26]2[CH:31]=[CH:30][CH:29]=[CH:28][N:27]=2)[N:14]=1, predict the reaction product. The product is: [C:2]1([S:8]([CH2:12][C:13]2[C:18]([F:19])=[C:17]([N:20]3[CH2:25][CH2:24][O:23][CH2:22][CH2:21]3)[N:16]=[C:15]([C:26]3[CH:31]=[CH:30][CH:29]=[CH:28][N:27]=3)[N:14]=2)(=[O:10])=[O:9])[CH:7]=[CH:6][CH:5]=[CH:4][CH:3]=1. (6) Given the reactants [CH3:1][O:2][C:3]1[CH:4]=[C:5]([CH:8]=[C:9]([O:13][CH3:14])[C:10]=1[O:11][CH3:12])[CH:6]=O.[ClH:15].CO.C(O[CH:21](OCC)[CH2:22][NH:23][CH2:24][C:25]1[CH:30]=[CH:29][CH:28]=[C:27]([O:31][CH2:32][CH3:33])[C:26]=1[OH:34])C, predict the reaction product. The product is: [ClH:15].[CH3:1][O:2][C:3]1[CH:4]=[C:5]([CH:8]=[C:9]([O:13][CH3:14])[C:10]=1[O:11][CH3:12])[CH2:6][C:21]1[C:30]2[C:25](=[C:26]([OH:34])[C:27]([O:31][CH2:32][CH3:33])=[CH:28][CH:29]=2)[CH:24]=[N:23][CH:22]=1.